Dataset: Full USPTO retrosynthesis dataset with 1.9M reactions from patents (1976-2016). Task: Predict the reactants needed to synthesize the given product. (1) Given the product [CH:9]([NH:8][C:4]1[CH:3]=[C:2]([C:20]2[CH:21]=[C:22]3[C:26](=[CH:27][CH:28]=2)[N:25]([CH2:29][O:30][CH2:31][CH2:32][Si:33]([CH3:34])([CH3:35])[CH3:36])[N:24]=[C:23]3[CH:37]=[O:38])[CH:7]=[N:6][CH:5]=1)([CH3:11])[CH3:10], predict the reactants needed to synthesize it. The reactants are: Br[C:2]1[CH:3]=[C:4]([NH:8][CH:9]([CH3:11])[CH3:10])[CH:5]=[N:6][CH:7]=1.CC1(C)C(C)(C)OB([C:20]2[CH:21]=[C:22]3[C:26](=[CH:27][CH:28]=2)[N:25]([CH2:29][O:30][CH2:31][CH2:32][Si:33]([CH3:36])([CH3:35])[CH3:34])[N:24]=[C:23]3[CH:37]=[O:38])O1.C([O-])([O-])=O.[Na+].[Na+].CCOC(C)=O. (2) Given the product [CH2:6]1[C@H:5]([N:39]2[C:40](=[O:42])[N:41]=[C:36]([NH2:35])[N:37]=[CH:38]2)[O:19][C@H:18]([CH2:20][OH:21])[C@H:7]1[OH:8], predict the reactants needed to synthesize it. The reactants are: C(O[CH:5]1[O:19][C@H:18]([CH2:20][O:21]C(=O)C2C=CC(Cl)=CC=2)[C@@H:7]([O:8]C(=O)C2C=CC(Cl)=CC=2)[CH2:6]1)(=O)C.C[Si]([NH:35][C:36]1[N:41]=[C:40]([O:42][Si](C)(C)C)[N:39]=[CH:38][N:37]=1)(C)C.S(O)(C(F)(F)F)(=O)=O.CO[Na]. (3) Given the product [Cl:12][C:9]1[CH:10]=[CH:11][C:6]([CH:2]([NH:13][C:14]2[CH:19]=[CH:18][CH:17]=[CH:16][CH:15]=2)[C:3]([OH:5])=[O:4])=[CH:7][CH:8]=1, predict the reactants needed to synthesize it. The reactants are: Br[CH:2]([C:6]1[CH:11]=[CH:10][C:9]([Cl:12])=[CH:8][CH:7]=1)[C:3]([OH:5])=[O:4].[NH2:13][C:14]1[CH:19]=[CH:18][CH:17]=[CH:16][CH:15]=1. (4) The reactants are: [CH2:1]([O:3][C:4](=[O:13])[C:5]1[CH:10]=[C:9]([CH3:11])[CH:8]=[C:7]([Cl:12])[CH:6]=1)[CH3:2].C(OC(=O)C1C=CC(C[Br:25])=C(C(F)(F)F)C=1)C. Given the product [CH2:1]([O:3][C:4](=[O:13])[C:5]1[CH:6]=[C:7]([Cl:12])[CH:8]=[C:9]([CH2:11][Br:25])[CH:10]=1)[CH3:2], predict the reactants needed to synthesize it. (5) Given the product [I-:2].[CH3:6][SH2+:7].[NH2:3][C@H:4]([C:9]([OH:11])=[O:10])[CH2:5][CH2:6][S:7][CH3:8], predict the reactants needed to synthesize it. The reactants are: C[I:2].[NH2:3][C@H:4]([C:9]([OH:11])=[O:10])[CH2:5][CH2:6][S:7][CH3:8]. (6) Given the product [CH3:1][C@@H:2]1[C@H:20]([OH:21])[C@@H:19]([CH3:22])[C:17](=[O:18])[C:16]([CH3:24])([CH3:23])[C@@H:15]([OH:25])[CH2:14][C:12](=[O:13])[O:11][C@H:10](/[C:26](/[CH3:35])=[CH:27]/[C:28]2[N:32]=[C:31]([CH2:33][NH2:51])[S:30][CH:29]=2)[CH2:9][C@@H:7]2[O:8][C@:6]2([CH3:36])[CH2:5][CH2:4][CH2:3]1, predict the reactants needed to synthesize it. The reactants are: [CH3:1][C@@H:2]1[C@H:20]([OH:21])[C@@H:19]([CH3:22])[C:17](=[O:18])[C:16]([CH3:24])([CH3:23])[C@@H:15]([OH:25])[CH2:14][C:12](=[O:13])[O:11][C@H:10](/[C:26](/[CH3:35])=[CH:27]/[C:28]2[N:32]=[C:31]([CH2:33]O)[S:30][CH:29]=2)[CH2:9][C@@H:7]2[O:8][C@:6]2([CH3:36])[CH2:5][CH2:4][CH2:3]1.C1(P([N:51]=[N+]=[N-])(C2C=CC=CC=2)=O)C=CC=CC=1.N12CCCN=C1CCCCC2.[NH4+].[Cl-].[NH4+].[OH-].CP(C)C.